Dataset: Full USPTO retrosynthesis dataset with 1.9M reactions from patents (1976-2016). Task: Predict the reactants needed to synthesize the given product. (1) Given the product [Br:11][CH2:1][CH2:2][CH2:3][CH2:4][CH2:5][CH2:6][CH2:7][CH2:8][OH:9], predict the reactants needed to synthesize it. The reactants are: [CH2:1](O)[CH2:2][CH2:3][CH2:4][CH2:5][CH2:6][CH2:7][CH2:8][OH:9].[BrH:11].O.C(=O)(O)[O-].[Na+]. (2) Given the product [CH2:20]([O:22][C:23]([C:25]1[CH:26]=[N:27][N:28]([C:31]2[C:36]([Cl:37])=[CH:35][C:34]([CH:1]3[CH2:3][CH2:2]3)=[CH:33][N:32]=2)[C:29]=1[CH3:30])=[O:24])[CH3:21], predict the reactants needed to synthesize it. The reactants are: [CH:1]1(B(O)O)[CH2:3][CH2:2]1.P([O-])([O-])([O-])=O.[K+].[K+].[K+].CN(C)C=O.[CH2:20]([O:22][C:23]([C:25]1[CH:26]=[N:27][N:28]([C:31]2[C:36]([Cl:37])=[CH:35][C:34](Br)=[CH:33][N:32]=2)[C:29]=1[CH3:30])=[O:24])[CH3:21].